The task is: Predict the reaction yield, written as a fraction of the theoretical maximum amount of product (1.0 means a 100% yield; for example, 0.34 means a 34% yield).. This data is from Reaction yield outcomes from USPTO patents with 853,638 reactions. (1) The reactants are [C:1]1([O:7][CH3:8])[CH:6]=[CH:5][CH:4]=[CH:3][CH:2]=1.C1(C)C=CC=CC=1.[Cl:16][CH2:17][CH2:18][CH2:19][C:20](Cl)=[O:21]. No catalyst specified. The product is [Cl:16][CH2:17][CH2:18][CH2:19][C:20]([C:4]1[CH:5]=[CH:6][C:1]([O:7][CH3:8])=[CH:2][CH:3]=1)=[O:21]. The yield is 0.970. (2) The reactants are [CH3:1][O:2][C:3]1[CH:4]=[C:5]([CH2:9][CH2:10][CH2:11][CH2:12][C:13]([O:15]CC)=[O:14])[CH:6]=[CH:7][CH:8]=1.C(O)C.[OH-].[Na+].Cl. The catalyst is O.O1CCCC1. The product is [CH3:1][O:2][C:3]1[CH:4]=[C:5]([CH2:9][CH2:10][CH2:11][CH2:12][C:13]([OH:15])=[O:14])[CH:6]=[CH:7][CH:8]=1. The yield is 0.990. (3) The reactants are [Br:1][C:2]1[CH:7]=[CH:6][C:5]([N:8]2[C:12](=[O:13])[NH:11][N:10]=[CH:9]2)=[C:4]([F:14])[CH:3]=1.[H-].[Na+].Cl.Cl[CH2:19][CH2:20][N:21]1[CH2:26][CH2:25][O:24][CH2:23][CH2:22]1. The catalyst is CN(C)C=O. The product is [Br:1][C:2]1[CH:7]=[CH:6][C:5]([N:8]2[C:12](=[O:13])[N:11]([CH2:19][CH2:20][N:21]3[CH2:26][CH2:25][O:24][CH2:23][CH2:22]3)[N:10]=[CH:9]2)=[C:4]([F:14])[CH:3]=1. The yield is 0.547. (4) The reactants are [F:1][C:2]1[CH:7]=[C:6]([F:8])[CH:5]=[CH:4][C:3]=1[CH2:9][CH2:10][C:11]1[CH:16]=[CH:15][C:14]([S:17]([C:20]2[CH:25]=[CH:24][C:23](F)=[CH:22][CH:21]=2)(=[O:19])=[O:18])=[CH:13][CH:12]=1.[C-:27]#[N:28].[Na+]. The catalyst is CS(C)=O. The product is [F:1][C:2]1[CH:7]=[C:6]([F:8])[CH:5]=[CH:4][C:3]=1[CH2:9][CH2:10][C:11]1[CH:12]=[CH:13][C:14]([S:17]([C:20]2[CH:25]=[CH:24][C:23]([C:27]#[N:28])=[CH:22][CH:21]=2)(=[O:18])=[O:19])=[CH:15][CH:16]=1. The yield is 0.360. (5) The reactants are [CH2:1]([O:3][C:4]([C:6]1[C:7]([C:14]2[CH:15]=[N:16][CH:17]=[N:18][CH:19]=2)=[N:8][NH:9][C:10]=1[CH:11]1[CH2:13][CH2:12]1)=[O:5])[CH3:2].[F:20][C:21]([F:32])([F:31])[C:22]1[CH:23]=[C:24](B(O)O)[CH:25]=[CH:26][CH:27]=1. No catalyst specified. The product is [CH2:1]([O:3][C:4]([C:6]1[C:7]([C:14]2[CH:15]=[N:16][CH:17]=[N:18][CH:19]=2)=[N:8][N:9]([C:26]2[CH:25]=[CH:24][CH:23]=[C:22]([C:21]([F:32])([F:31])[F:20])[CH:27]=2)[C:10]=1[CH:11]1[CH2:13][CH2:12]1)=[O:5])[CH3:2]. The yield is 0.340. (6) The reactants are CC(OC(/N=N/C(OC(C)C)=O)=O)C.[CH2:15]([N:17]1[C:23]2[N:24]=[CH:25][C:26]([CH2:28][CH2:29][OH:30])=[CH:27][C:22]=2[C:21](=[O:31])[N:20]([CH3:32])[C:19]2[CH:33]=[CH:34][CH:35]=[N:36][C:18]1=2)[CH3:16].O[C:38]1[CH:43]=[CH:42][C:41]([C:44]2[O:48][C:47]([CH3:49])=[C:46]([C:50]([O:52][CH2:53][CH3:54])=[O:51])[CH:45]=2)=[CH:40][CH:39]=1.C1C=CC(P(C2C=CC=CC=2)C2C=CC=CC=2)=CC=1. The catalyst is C1COCC1. The product is [CH2:15]([N:17]1[C:23]2[N:24]=[CH:25][C:26]([CH2:28][CH2:29][O:30][C:38]3[CH:39]=[CH:40][C:41]([C:44]4[O:48][C:47]([CH3:49])=[C:46]([C:50]([O:52][CH2:53][CH3:54])=[O:51])[CH:45]=4)=[CH:42][CH:43]=3)=[CH:27][C:22]=2[C:21](=[O:31])[N:20]([CH3:32])[C:19]2[CH:33]=[CH:34][CH:35]=[N:36][C:18]1=2)[CH3:16]. The yield is 0.480. (7) The reactants are [CH3:1][C:2]1[NH:6][C:5]2[CH:7]=C(C#N)[CH:9]=[C:10]([O:11][CH2:12][C:13]3[CH:18]=[CH:17][CH:16]=[CH:15][CH:14]=3)[C:4]=2[N:3]=1.[OH-:21].[K+].Cl.[CH2:24]([OH:27])[CH2:25]O. No catalyst specified. The product is [CH3:1][C:2]1[NH:6][C:5]2[CH:7]=[C:25]([C:24]([OH:27])=[O:21])[CH:9]=[C:10]([O:11][CH2:12][C:13]3[CH:18]=[CH:17][CH:16]=[CH:15][CH:14]=3)[C:4]=2[N:3]=1. The yield is 0.930.